This data is from Reaction yield outcomes from USPTO patents with 853,638 reactions. The task is: Predict the reaction yield, written as a fraction of the theoretical maximum amount of product (1.0 means a 100% yield; for example, 0.34 means a 34% yield). The reactants are [Br:1]Br.[CH3:3][O:4][C:5]1[CH:13]=[CH:12][C:8]([C:9]([OH:11])=[O:10])=[C:7]([CH3:14])[CH:6]=1. The catalyst is [Fe].C(Cl)(Cl)Cl. The product is [Br:1][C:13]1[C:5]([O:4][CH3:3])=[CH:6][C:7]([CH3:14])=[C:8]([CH:12]=1)[C:9]([OH:11])=[O:10]. The yield is 0.340.